Dataset: Peptide-MHC class I binding affinity with 185,985 pairs from IEDB/IMGT. Task: Regression. Given a peptide amino acid sequence and an MHC pseudo amino acid sequence, predict their binding affinity value. This is MHC class I binding data. (1) The peptide sequence is KIQNFRVYY. The MHC is HLA-B40:02 with pseudo-sequence HLA-B40:02. The binding affinity (normalized) is 0. (2) The peptide sequence is LFLLLADARV. The MHC is Patr-A0901 with pseudo-sequence Patr-A0901. The binding affinity (normalized) is 0.473. (3) The peptide sequence is TEDDWITYI. The MHC is HLA-A69:01 with pseudo-sequence HLA-A69:01. The binding affinity (normalized) is 0.0847. (4) The peptide sequence is RLGWRTLDF. The MHC is HLA-A26:01 with pseudo-sequence HLA-A26:01. The binding affinity (normalized) is 0.0847. (5) The peptide sequence is LLACLCKHKK. The MHC is HLA-A68:01 with pseudo-sequence HLA-A68:01. The binding affinity (normalized) is 0.379. (6) The peptide sequence is HQLDPAFRA. The MHC is HLA-A03:01 with pseudo-sequence HLA-A03:01. The binding affinity (normalized) is 0. (7) The peptide sequence is RPRVAQLTF. The MHC is HLA-B45:06 with pseudo-sequence HLA-B45:06. The binding affinity (normalized) is 0.213. (8) The MHC is HLA-B44:03 with pseudo-sequence HLA-B44:03. The peptide sequence is GEMWAQDAA. The binding affinity (normalized) is 0.364.